Dataset: Cav3 T-type calcium channel HTS with 100,875 compounds. Task: Binary Classification. Given a drug SMILES string, predict its activity (active/inactive) in a high-throughput screening assay against a specified biological target. (1) The drug is [nH]1c(c(nc1)c1ccccc1)c1ccccc1. The result is 0 (inactive). (2) The compound is Clc1ccc(S(=O)(=O)NC(CSc2n(N)cnn2)(C)C)cc1. The result is 0 (inactive). (3) The compound is O=C1N(CC(C1)C(=O)Nc1c(cccc1)C(=O)NCc1occc1)c1ccc(OCCC)cc1. The result is 0 (inactive). (4) The compound is S1c2c(N(C(=O)C1)C)cc(cc2)C(OC)=O. The result is 0 (inactive). (5) The drug is Clc1c(/C=C\C(=O)n2nccc2)ccc(Cl)c1. The result is 0 (inactive). (6) The molecule is Fc1ccc(COc2c(C3C4=C(OC(N)=C3C#N)CC(CC4=O)c3occc3)cccc2OC)cc1. The result is 0 (inactive).